From a dataset of Full USPTO retrosynthesis dataset with 1.9M reactions from patents (1976-2016). Predict the reactants needed to synthesize the given product. (1) Given the product [Cl:21][C:22]1[CH:23]=[C:24]([CH:35]=[CH:36][N:37]=1)[C:25]([NH:27][C:28]1[CH:29]=[N:30][CH:31]=[CH:32][C:33]=1[C:11]1[CH:12]=[CH:13][C:8]([F:7])=[CH:9][C:10]=1[C:17]([F:20])([F:19])[F:18])=[O:26], predict the reactants needed to synthesize it. The reactants are: C(=O)([O-])[O-].[Na+].[Na+].[F:7][C:8]1[CH:13]=[CH:12][C:11](B(O)O)=[C:10]([C:17]([F:20])([F:19])[F:18])[CH:9]=1.[Cl:21][C:22]1[CH:23]=[C:24]([CH:35]=[CH:36][N:37]=1)[C:25]([NH:27][C:28]1[CH:29]=[N:30][CH:31]=[CH:32][C:33]=1I)=[O:26]. (2) Given the product [CH3:1][NH:2][C@@H:3]1[C:8]2[CH:9]=[CH:10][CH:11]=[CH:12][C:7]=2[C@H:6]([C:13]2[CH:14]=[CH:15][C:16]([Cl:20])=[C:17]([Cl:19])[CH:18]=2)[CH2:5][CH2:4]1.[ClH:21], predict the reactants needed to synthesize it. The reactants are: [CH3:1][NH:2][C@@H:3]1[C:8]2[CH:9]=[CH:10][CH:11]=[CH:12][C:7]=2[C@H:6]([C:13]2[CH:14]=[CH:15][C:16]([Cl:20])=[C:17]([Cl:19])[CH:18]=2)[CH2:5][CH2:4]1.[ClH:21].N1C=CC=CC=1. (3) Given the product [CH2:22]([N:21]([CH2:19][CH3:20])[C:2]([Cl:1])=[O:4])[C:23]1[CH:28]=[CH:27][CH:26]=[CH:25][CH:24]=1, predict the reactants needed to synthesize it. The reactants are: [Cl:1][C:2](Cl)([O:4]C(=O)OC(Cl)(Cl)Cl)Cl.N1C=CC=CC=1.[CH2:19]([NH:21][CH2:22][C:23]1[CH:28]=[CH:27][CH:26]=[CH:25][CH:24]=1)[CH3:20].[Na+].[Cl-]. (4) Given the product [C:1]([O:5][C:6](=[O:16])[N:7]([C:8]1[CH:9]=[N:10][C:11]([Cl:15])=[CH:12][C:13]=1[I:14])[CH3:20])([CH3:4])([CH3:2])[CH3:3], predict the reactants needed to synthesize it. The reactants are: [C:1]([O:5][C:6](=[O:16])[NH:7][C:8]1[CH:9]=[N:10][C:11]([Cl:15])=[CH:12][C:13]=1[I:14])([CH3:4])([CH3:3])[CH3:2].[H-].[Na+].I[CH3:20].